Dataset: Full USPTO retrosynthesis dataset with 1.9M reactions from patents (1976-2016). Task: Predict the reactants needed to synthesize the given product. (1) Given the product [Cl:23][C:13]1[N:12]2[N:16]=[CH:17][N:18]=[C:11]2[CH:10]=[C:9]([C:6]2[CH:7]=[CH:8][C:3]([C:2]([F:20])([F:19])[F:1])=[CH:4][CH:5]=2)[N:14]=1, predict the reactants needed to synthesize it. The reactants are: [F:1][C:2]([F:20])([F:19])[C:3]1[CH:8]=[CH:7][C:6]([C:9]2[N:14]=[C:13](O)[N:12]3[N:16]=[CH:17][N:18]=[C:11]3[CH:10]=2)=[CH:5][CH:4]=1.P(Cl)(Cl)([Cl:23])=O. (2) Given the product [CH:28]1([CH2:33][CH2:34][C:35]([C:7]2[CH:6]=[CH:5][C:4]3[N:3]([CH2:1][CH3:2])[C:15]4[C:10]([C:9]=3[CH:8]=2)=[CH:11][C:12]([C:25]([C:21]2[S:20][CH:24]=[CH:23][CH:22]=2)=[O:26])=[CH:13][CH:14]=4)=[O:36])[CH2:32][CH2:31][CH2:30][CH2:29]1, predict the reactants needed to synthesize it. The reactants are: [CH2:1]([N:3]1[C:15]2[CH:14]=[CH:13][CH:12]=[CH:11][C:10]=2[C:9]2[C:4]1=[CH:5][CH:6]=[CH:7][CH:8]=2)[CH3:2].[Al+3].[Cl-].[Cl-].[Cl-].[S:20]1[CH:24]=[CH:23][CH:22]=[C:21]1[C:25](Cl)=[O:26].[CH:28]1([CH2:33][CH2:34][C:35](Cl)=[O:36])[CH2:32][CH2:31][CH2:30][CH2:29]1.Cl.